This data is from Catalyst prediction with 721,799 reactions and 888 catalyst types from USPTO. The task is: Predict which catalyst facilitates the given reaction. (1) Reactant: C(OC([NH:8][CH2:9][C:10]1[C:11]([CH2:31][CH:32]([CH3:34])[CH3:33])=[N:12][C:13]2[C:18]([C:19]=1[C:20]1[CH:25]=[CH:24][C:23]([CH3:26])=[CH:22][CH:21]=1)=[CH:17][C:16]([C:27]([O:29][CH3:30])=[O:28])=[CH:15][CH:14]=2)=O)(C)(C)C.[ClH:35]. Product: [ClH:35].[ClH:35].[NH2:8][CH2:9][C:10]1[C:11]([CH2:31][CH:32]([CH3:34])[CH3:33])=[N:12][C:13]2[C:18]([C:19]=1[C:20]1[CH:25]=[CH:24][C:23]([CH3:26])=[CH:22][CH:21]=1)=[CH:17][C:16]([C:27]([O:29][CH3:30])=[O:28])=[CH:15][CH:14]=2. The catalyst class is: 12. (2) Reactant: N#N.[N+:3]([C:6]1[C:13]([O:14][CH3:15])=[CH:12][CH:11]=[CH:10][C:7]=1[CH:8]=[O:9])([O-:5])=[O:4].[N+:16]([CH2:19][CH3:20])([O-:18])=[O:17].[F-].[K+]. Product: [N+:3]([C:6]1[C:13]([O:14][CH3:15])=[CH:12][CH:11]=[CH:10][C:7]=1[CH:8]([OH:9])[CH:19]([N+:16]([O-:18])=[O:17])[CH3:20])([O-:5])=[O:4]. The catalyst class is: 657. (3) Reactant: [Cl:1][C:2]1[N:3]=[CH:4][C:5]2[S:10][CH:9]=[C:8]([C:11](Cl)=[O:12])[C:6]=2[N:7]=1.[NH2:14][C:15]1[CH:22]=[CH:21][C:18]([C:19]#[N:20])=[C:17]([CH3:23])[N:16]=1.N1C=CC=CC=1. Product: [Cl:1][C:2]1[N:3]=[CH:4][C:5]2[S:10][CH:9]=[C:8]([C:11]([NH:14][C:15]3[CH:22]=[CH:21][C:18]([C:19]#[N:20])=[C:17]([CH3:23])[N:16]=3)=[O:12])[C:6]=2[N:7]=1. The catalyst class is: 91. (4) Reactant: Cl[C:2]1[N:3]=[C:4]2[CH:18]=[CH:17][CH:16]=[N:15][C:5]2=[N:6][C:7]=1[N:8]1[CH2:13][CH2:12][N:11]([CH3:14])[CH2:10][CH2:9]1.O.[NH2:20][NH2:21]. Product: [NH:20]([C:2]1[N:3]=[C:4]2[CH:18]=[CH:17][CH:16]=[N:15][C:5]2=[N:6][C:7]=1[N:8]1[CH2:13][CH2:12][N:11]([CH3:14])[CH2:10][CH2:9]1)[NH2:21]. The catalyst class is: 14. (5) Reactant: FC(F)(F)[C:3]([OH:5])=[O:4].C(O[BH-](OC(=O)C)OC(=O)C)(=O)C.[Na+].[NH2:22][C:23]1[C:24]([C:28]2[N:32]([C:33]3[CH:38]=[CH:37][C:36]([F:39])=[C:35]([Br:40])[CH:34]=3)C(=O)O[N:29]=2)=[N:25][O:26][N:27]=1.O=[CH:43][CH2:44][NH:45][C:46](=[O:52])[O:47][C:48]([CH3:51])([CH3:50])[CH3:49]. Product: [Br:40][C:35]1[CH:34]=[C:33]([N:32]2[C:28]([C:24]3[C:23]([NH:22][CH2:43][CH2:44][NH:45][C:46](=[O:52])[O:47][C:48]([CH3:51])([CH3:50])[CH3:49])=[N:27][O:26][N:25]=3)=[N:29][C:3](=[O:4])[O:5]2)[CH:38]=[CH:37][C:36]=1[F:39]. The catalyst class is: 1. (6) Reactant: [Br:1][C:2]1[CH:3]=[CH:4][C:5]([N:8]2[CH:12]=[C:11]([CH2:13]O)[N:10]=[CH:9]2)=[N:6][CH:7]=1.O=S(Cl)Cl.[N-:19]=[N+:20]=[N-:21].[Na+].O. Product: [N:19]([CH2:13][C:11]1[N:10]=[CH:9][N:8]([C:5]2[CH:4]=[CH:3][C:2]([Br:1])=[CH:7][N:6]=2)[CH:12]=1)=[N+:20]=[N-:21]. The catalyst class is: 210. (7) Reactant: [C:1]([CH2:3][C:4]([C@@H:6]1[CH2:10][CH2:9][CH2:8][N:7]1[C:11]([O:13][C:14]([CH3:17])([CH3:16])[CH3:15])=[O:12])=O)#[N:2].[CH3:18][NH:19][NH2:20]. Product: [NH2:2][C:1]1[N:19]([CH3:18])[N:20]=[C:4]([C@@H:6]2[CH2:10][CH2:9][CH2:8][N:7]2[C:11]([O:13][C:14]([CH3:17])([CH3:16])[CH3:15])=[O:12])[CH:3]=1. The catalyst class is: 14.